Predict the reaction yield, written as a fraction of the theoretical maximum amount of product (1.0 means a 100% yield; for example, 0.34 means a 34% yield). From a dataset of Reaction yield outcomes from USPTO patents with 853,638 reactions. (1) The reactants are Cl.[C:2]([O-:5])(O)=O.[Na+].[CH2:7]1[CH2:17]CN2C(=NCCC2)C[CH2:8]1.[Na+].[Cl-].[CH2:20]1[CH2:24][O:23][CH2:22][CH2:21]1. The catalyst is C(#N)C.CO. The product is [CH:24]12[O:23][CH:22]([CH2:21][CH2:20]1)[CH2:17][CH:7]([CH:2]=[O:5])[CH2:8]2. The yield is 0.780. (2) The reactants are Cl.[F:2][C:3]1[CH:8]=[C:7]([I:9])[C:6]([CH:10]([O:12]COC)[CH3:11])=[CH:5][N:4]=1. The catalyst is CO.C(=O)([O-])[O-].[Na+].[Na+]. The product is [F:2][C:3]1[N:4]=[CH:5][C:6]([CH:10]([OH:12])[CH3:11])=[C:7]([I:9])[CH:8]=1. The yield is 0.870. (3) The yield is 0.390. The product is [OH:7][C:6]1[N:8]=[C:1]([C:75]([N:69]2[CH2:68][CH2:67][CH:66]([NH:65][C:59]3[CH:58]=[C:57]([N:40]4[C:41]5=[N:42][CH:43]=[CH:44][C:45]([C:47]6[CH:48]=[N:49][C:50]7[C:55]([CH:56]=6)=[CH:54][CH:53]=[CH:52][CH:51]=7)=[C:46]5[C:38]([CH:35]([CH3:37])[CH3:36])=[N:39]4)[CH:64]=[CH:63][C:60]=3[C:61]#[N:62])[CH2:71][CH2:70]2)=[O:76])[CH:2]=[C:3]([OH:4])[N:5]=1. The catalyst is O.C(OCC)(=O)C. The reactants are [CH:1]1[NH:8][C:6](=[O:7])[NH:5][C:3](=[O:4])[C:2]=1C(O)=O.Cl.C(N=C=NCCCN(C)C)C.O.ON1C2C=CC=CC=2N=N1.[CH:35]([C:38]1[C:46]2[C:41](=[N:42][CH:43]=[CH:44][C:45]=2[C:47]2[CH:48]=[N:49][C:50]3[C:55]([CH:56]=2)=[CH:54][CH:53]=[CH:52][CH:51]=3)[N:40]([C:57]2[CH:64]=[CH:63][C:60]([C:61]#[N:62])=[C:59]([NH:65][CH:66]3[CH2:71][CH2:70][NH:69][CH2:68][CH2:67]3)[CH:58]=2)[N:39]=1)([CH3:37])[CH3:36].CN([CH:75]=[O:76])C. (4) The reactants are [CH3:1][C:2]1([CH3:14])[C:7](=[O:8])[NH:6][C:5]2[CH:9]=[CH:10][C:11]([CH3:13])=[CH:12][C:4]=2[O:3]1.CN(C=O)C.C1C(=O)N([Br:27])C(=O)C1. The catalyst is C(Cl)(Cl)Cl. The product is [Br:27][C:10]1[C:11]([CH3:13])=[CH:12][C:4]2[O:3][C:2]([CH3:14])([CH3:1])[C:7](=[O:8])[NH:6][C:5]=2[CH:9]=1. The yield is 0.580. (5) The reactants are [Cl:1][C:2]1[C:3]([N:12]2[CH2:17][CH2:16][CH:15]([N:18]3[CH2:22][CH2:21][C@H:20]([O:23][C:24]4[CH:32]=[CH:31][C:27]([C:28](O)=[O:29])=[CH:26][C:25]=4[F:33])[C:19]3=[O:34])[CH2:14][CH2:13]2)=[N:4][CH:5]=[C:6]([C:8]([F:11])([F:10])[F:9])[CH:7]=1.[NH:35]1[CH2:39][CH2:38][CH2:37][CH2:36]1. The catalyst is CN(C=O)C.CCOC(C)=O. The product is [Cl:1][C:2]1[C:3]([N:12]2[CH2:13][CH2:14][CH:15]([N:18]3[CH2:22][CH2:21][C@H:20]([O:23][C:24]4[CH:32]=[CH:31][C:27]([C:28]([N:35]5[CH2:39][CH2:38][CH2:37][CH2:36]5)=[O:29])=[CH:26][C:25]=4[F:33])[C:19]3=[O:34])[CH2:16][CH2:17]2)=[N:4][CH:5]=[C:6]([C:8]([F:11])([F:10])[F:9])[CH:7]=1. The yield is 0.0600. (6) The reactants are C[O:2][C:3](=O)[C:4]1[CH:9]=[C:8]([CH3:10])[C:7]([NH:11][C:12](=[O:37])[CH2:13][CH2:14][N:15]2[CH2:20][CH2:19][CH:18]([O:21][C:22](=[O:36])[NH:23][C:24]3[CH:29]=[CH:28][CH:27]=[CH:26][C:25]=3[C:30]3[CH:35]=[CH:34][CH:33]=[CH:32][CH:31]=3)[CH2:17][CH2:16]2)=[CH:6][C:5]=1[CH3:38].[H-].[Al+3].[Li+].[H-].[H-].[H-].O.[OH-].[Na+]. The catalyst is O1CCCC1. The product is [OH:2][CH2:3][C:4]1[C:5]([CH3:38])=[CH:6][C:7]([NH:11][C:12]([CH2:13][CH2:14][N:15]2[CH2:16][CH2:17][CH:18]([O:21][C:22](=[O:36])[NH:23][C:24]3[CH:29]=[CH:28][CH:27]=[CH:26][C:25]=3[C:30]3[CH:31]=[CH:32][CH:33]=[CH:34][CH:35]=3)[CH2:19][CH2:20]2)=[O:37])=[C:8]([CH3:10])[CH:9]=1. The yield is 0.475.